This data is from Reaction yield outcomes from USPTO patents with 853,638 reactions. The task is: Predict the reaction yield, written as a fraction of the theoretical maximum amount of product (1.0 means a 100% yield; for example, 0.34 means a 34% yield). (1) The reactants are [N:1]1[CH:6]=[CH:5][CH:4]=[CH:3][C:2]=1[CH2:7][N:8]1[C:16]2[C:11](=[CH:12][C:13]([NH:17][C:18]3[C:27]4[C:22](=[CH:23][CH:24]=[CH:25][C:26]=4[O:28][CH2:29][C:30](OC)=[O:31])[N:21]=[CH:20][N:19]=3)=[CH:14][CH:15]=2)[CH:10]=[N:9]1.[NH:34]1[CH2:39][CH2:38][O:37][CH2:36][CH2:35]1. No catalyst specified. The product is [N:34]1([C:30](=[O:31])[CH2:29][O:28][C:26]2[CH:25]=[CH:24][CH:23]=[C:22]3[C:27]=2[C:18]([NH:17][C:13]2[CH:12]=[C:11]4[C:16](=[CH:15][CH:14]=2)[N:8]([CH2:7][C:2]2[CH:3]=[CH:4][CH:5]=[CH:6][N:1]=2)[N:9]=[CH:10]4)=[N:19][CH:20]=[N:21]3)[CH2:39][CH2:38][O:37][CH2:36][CH2:35]1. The yield is 0.590. (2) The reactants are [F:1][C:2]1[CH:7]=[C:6]([N:8]2[CH2:12][CH:11]([CH2:13][NH:14][C:15](=[O:17])[CH3:16])[O:10][C:9]2=[O:18])[CH:5]=[CH:4][C:3]=1[C:19]1[CH:24]=[CH:23][C:22]([CH2:25][OH:26])=[CH:21][CH:20]=1.C(N(CC)CC)C.[CH3:34][S:35](Cl)(=[O:37])=[O:36].O. The catalyst is C(Cl)Cl. The product is [C:15]([NH:14][CH2:13][CH:11]1[O:10][C:9](=[O:18])[N:8]([C:6]2[CH:5]=[CH:4][C:3]([C:19]3[CH:24]=[CH:23][C:22]([CH2:25][O:26][S:35]([CH3:34])(=[O:37])=[O:36])=[CH:21][CH:20]=3)=[C:2]([F:1])[CH:7]=2)[CH2:12]1)(=[O:17])[CH3:16]. The yield is 0.780. (3) The reactants are [CH2:1]([C:5]1[N:10]2[N:11]=[CH:12][CH:13]=[C:9]2[N:8]([C@H:14]2[CH2:19][CH2:18][C@H:17]([OH:20])[CH2:16][CH2:15]2)[C:7](=[O:21])[C:6]=1[CH2:22][C:23]1[CH:28]=[CH:27][C:26]([C:29]2[C:30]([C:35]#[N:36])=[CH:31][CH:32]=[CH:33][CH:34]=2)=[C:25]([F:37])[CH:24]=1)[CH2:2][CH2:3][CH3:4].[N+](=[CH:40][C:41]([O:43][CH2:44][CH3:45])=[O:42])=[N-].C(OCC)(=O)C.O. The catalyst is C1(C)C=CC=CC=1.C([O-])(=O)C.[Rh+3].C([O-])(=O)C.C([O-])(=O)C. The product is [CH2:1]([C:5]1[N:10]2[N:11]=[CH:12][CH:13]=[C:9]2[N:8]([C@H:14]2[CH2:15][CH2:16][C@H:17]([O:20][CH2:40][C:41]([O:43][CH2:44][CH3:45])=[O:42])[CH2:18][CH2:19]2)[C:7](=[O:21])[C:6]=1[CH2:22][C:23]1[CH:28]=[CH:27][C:26]([C:29]2[CH:34]=[CH:33][CH:32]=[CH:31][C:30]=2[C:35]#[N:36])=[C:25]([F:37])[CH:24]=1)[CH2:2][CH2:3][CH3:4]. The yield is 0.420. (4) The reactants are [CH3:1][C:2]1[N:3]=[C:4]([C:25]2[CH:30]=[CH:29][CH:28]=[CH:27][CH:26]=2)[O:5][C:6]=1[CH2:7][CH2:8][O:9][C:10]1[CH:11]=[C:12]2[C:16](=[CH:17][CH:18]=1)[C@H:15]([CH2:19][C:20]([O:22]CC)=[O:21])[CH2:14][CH2:13]2.[Li+].[OH-].O.Cl. The catalyst is CCO.C1COCC1. The product is [CH3:1][C:2]1[N:3]=[C:4]([C:25]2[CH:26]=[CH:27][CH:28]=[CH:29][CH:30]=2)[O:5][C:6]=1[CH2:7][CH2:8][O:9][C:10]1[CH:11]=[C:12]2[C:16](=[CH:17][CH:18]=1)[C@H:15]([CH2:19][C:20]([OH:22])=[O:21])[CH2:14][CH2:13]2. The yield is 0.306. (5) The reactants are Cl[C:2]1[N:3]=[C:4]([N:16]2[CH2:21][CH2:20][O:19][CH2:18][C@@H:17]2[CH3:22])[C:5]2[CH2:10][N:9]([C:11]([O:13][CH2:14][CH3:15])=[O:12])[CH2:8][C:6]=2[N:7]=1.[F:23][C:24]1[CH:25]=[C:26]([CH:28]=[C:29]([F:40])[C:30]=1B1OC(C)(C)C(C)(C)O1)[NH2:27]. No catalyst specified. The product is [CH2:8]([NH:9][C:11](=[O:12])[NH:27][C:26]1[CH:28]=[C:29]([F:40])[C:30]([C:2]2[N:3]=[C:4]([N:16]3[CH2:21][CH2:20][O:19][CH2:18][C@@H:17]3[CH3:22])[C:5]3[CH2:10][N:9]([C:11]([O:13][CH2:14][CH3:15])=[O:12])[CH2:8][C:6]=3[N:7]=2)=[C:24]([F:23])[CH:25]=1)[CH3:6]. The yield is 0.140. (6) The reactants are [F:1][C:2]([F:45])([F:44])[C:3]1[CH:4]=[C:5]([C:13]([CH3:43])([CH3:42])[C:14]([N:16]([CH3:41])[C:17]2[C:18]([C:33]3[CH:38]=[CH:37][C:36]([F:39])=[CH:35][C:34]=3[CH3:40])=[CH:19][C:20]([C@H:23]3[NH:27][C@@:26]([CH3:32])([C:28](OC)=[O:29])[CH2:25][CH2:24]3)=[N:21][CH:22]=2)=[O:15])[CH:6]=[C:7]([C:9]([F:12])([F:11])[F:10])[CH:8]=1.[NH3:46]. The catalyst is CO. The product is [F:11][C:9]([F:12])([F:10])[C:7]1[CH:6]=[C:5]([C:13]([CH3:43])([CH3:42])[C:14]([N:16]([CH3:41])[C:17]2[C:18]([C:33]3[CH:38]=[CH:37][C:36]([F:39])=[CH:35][C:34]=3[CH3:40])=[CH:19][C:20]([C@H:23]3[NH:27][C@@:26]([CH3:32])([C:28]([NH2:46])=[O:29])[CH2:25][CH2:24]3)=[N:21][CH:22]=2)=[O:15])[CH:4]=[C:3]([C:2]([F:44])([F:45])[F:1])[CH:8]=1. The yield is 0.920.